This data is from Forward reaction prediction with 1.9M reactions from USPTO patents (1976-2016). The task is: Predict the product of the given reaction. (1) The product is: [C:21]([O:1][C:2]1([CH2:15][C:16]([O:18][CH2:19][CH3:20])=[O:17])[C:11]2[C:6](=[CH:7][CH:8]=[C:9]([Br:12])[CH:10]=2)[C:5]([CH3:13])([CH3:14])[CH2:4][CH2:3]1)(=[O:23])[CH3:22]. Given the reactants [OH:1][C:2]1([CH2:15][C:16]([O:18][CH2:19][CH3:20])=[O:17])[C:11]2[C:6](=[CH:7][CH:8]=[C:9]([Br:12])[CH:10]=2)[C:5]([CH3:14])([CH3:13])[CH2:4][CH2:3]1.[C:21](OC(=O)C)(=[O:23])[CH3:22], predict the reaction product. (2) Given the reactants [CH3:1][N:2]([C:25]1[CH:30]=[CH:29][CH:28]=[CH:27][CH:26]=1)[C:3](=[O:24])[CH2:4][CH2:5][NH:6][CH2:7][C:8]1[CH:13]=[C:12]([O:14][C:15]2[CH:20]=[CH:19][CH:18]=[CH:17][CH:16]=2)[CH:11]=[CH:10][C:9]=1[N+:21]([O-])=O.S1C=CC=C1.[H][H], predict the reaction product. The product is: [NH2:21][C:9]1[CH:10]=[CH:11][C:12]([O:14][C:15]2[CH:16]=[CH:17][CH:18]=[CH:19][CH:20]=2)=[CH:13][C:8]=1[CH2:7][NH:6][CH2:5][CH2:4][C:3]([N:2]([CH3:1])[C:25]1[CH:30]=[CH:29][CH:28]=[CH:27][CH:26]=1)=[O:24]. (3) Given the reactants CC1(C)[O:6][CH:5]2[CH2:7][CH2:8][CH:9]([C:11]3[CH:16]=[CH:15][C:14]([N:17]4CC(CNC(=O)C)OC4=O)=[CH:13][CH:12]=3)[CH2:10][CH:4]2O1.[OH2:29].C1(C)C=CC(S(O)(=O)=[O:37])=CC=1, predict the reaction product. The product is: [N+:17]([C:14]1[CH:15]=[CH:16][C:11]([CH:9]2[CH2:8][CH2:7][C:5](=[O:6])[CH2:4][CH2:10]2)=[CH:12][CH:13]=1)([O-:37])=[O:29]. (4) The product is: [N:1]1[CH:5]=[CH:4][N:3]2[CH2:6][CH2:7][C:8](=[O:9])[C:2]=12. Given the reactants [N:1]1[CH:5]=[CH:4][N:3]2[CH2:6][CH2:7][CH:8]([OH:9])[C:2]=12, predict the reaction product. (5) Given the reactants C([O:3][C:4]([CH:6]1[CH2:8][CH:7]1[C:9]1[C:17]2[C:12](=[CH:13][CH:14]=[C:15]([O:18][CH3:19])[CH:16]=2)[N:11]([S:20]([C:23]2[CH:28]=[CH:27][C:26]([O:29][CH3:30])=[CH:25][CH:24]=2)(=[O:22])=[O:21])[CH:10]=1)=[O:5])C.[OH-].[Li+].C([O-])(=O)C.Cl, predict the reaction product. The product is: [CH3:19][O:18][C:15]1[CH:16]=[C:17]2[C:12](=[CH:13][CH:14]=1)[N:11]([S:20]([C:23]1[CH:24]=[CH:25][C:26]([O:29][CH3:30])=[CH:27][CH:28]=1)(=[O:22])=[O:21])[CH:10]=[C:9]2[CH:7]1[CH2:8][CH:6]1[C:4]([OH:5])=[O:3]. (6) The product is: [Si:1]([O:8][CH:9]1[C:14]2=[N:15][C:16]([CH3:23])=[C:17]([CH2:20][CH2:21][N:34]3[CH2:35][CH2:36][CH:37]([C:40]4[C:44]5[CH:45]=[CH:46][C:47]([OH:49])=[CH:48][C:43]=5[O:42][N:41]=4)[CH2:38][CH2:39]3)[C:18](=[O:19])[N:13]2[CH2:12][CH2:11][CH2:10]1)([C:4]([CH3:7])([CH3:6])[CH3:5])([CH3:3])[CH3:2]. Given the reactants [Si:1]([O:8][CH:9]1[C:14]2=[N:15][C:16]([CH3:23])=[C:17]([CH2:20][CH2:21]Cl)[C:18](=[O:19])[N:13]2[CH2:12][CH2:11][CH2:10]1)([C:4]([CH3:7])([CH3:6])[CH3:5])([CH3:3])[CH3:2].C(N(C(C)C)CC)(C)C.Cl.[NH:34]1[CH2:39][CH2:38][CH:37]([C:40]2[C:44]3[CH:45]=[CH:46][C:47]([OH:49])=[CH:48][C:43]=3[O:42][N:41]=2)[CH2:36][CH2:35]1, predict the reaction product. (7) Given the reactants [Cl:1][C:2]1[C:10]([N+:11]([O-:13])=[O:12])=[CH:9][CH:8]=[CH:7][C:3]=1[C:4]([OH:6])=[O:5].IC.[C:16](=O)([O-])[O-].[K+].[K+].O, predict the reaction product. The product is: [Cl:1][C:2]1[C:10]([N+:11]([O-:13])=[O:12])=[CH:9][CH:8]=[CH:7][C:3]=1[C:4]([O:6][CH3:16])=[O:5]. (8) Given the reactants [CH3:1][O:2][C:3]([C:5]1[C:6]([OH:25])=[C:7]2[C:12](=[CH:13][N:14]=1)[N:11]([CH2:15][CH2:16][C:17]1[CH:22]=[CH:21][CH:20]=[CH:19][CH:18]=1)[C:10](=[O:23])[C:9](Br)=[CH:8]2)=[O:4].[C:26]1([Sn](CCCC)(CCCC)CCCC)[CH:31]=[CH:30][CH:29]=[CH:28][CH:27]=1.CCOC(C)=O, predict the reaction product. The product is: [CH3:1][O:2][C:3]([C:5]1[C:6]([OH:25])=[C:7]2[C:12](=[CH:13][N:14]=1)[N:11]([CH2:15][CH2:16][C:17]1[CH:22]=[CH:21][CH:20]=[CH:19][CH:18]=1)[C:10](=[O:23])[C:9]([C:26]1[CH:31]=[CH:30][CH:29]=[CH:28][CH:27]=1)=[CH:8]2)=[O:4]. (9) Given the reactants [CH2:1]([O:8][C:9]1[CH:14]=[C:13]([N+:15]([O-])=O)[C:12]([C:18]([F:21])([F:20])[F:19])=[CH:11][C:10]=1[CH:22]1[CH2:27][CH2:26][CH2:25][CH2:24][CH2:23]1)[C:2]1[CH:7]=[CH:6][CH:5]=[CH:4][CH:3]=1.[BH4-].[Na+], predict the reaction product. The product is: [CH2:1]([O:8][C:9]1[C:10]([CH:22]2[CH2:27][CH2:26][CH2:25][CH2:24][CH2:23]2)=[CH:11][C:12]([C:18]([F:21])([F:19])[F:20])=[C:13]([CH:14]=1)[NH2:15])[C:2]1[CH:3]=[CH:4][CH:5]=[CH:6][CH:7]=1.